Dataset: Forward reaction prediction with 1.9M reactions from USPTO patents (1976-2016). Task: Predict the product of the given reaction. (1) Given the reactants [Cl:1][C:2]1[CH:3]=[CH:4][CH:5]=[C:6]2[C:11]=1[C:10](/[C:12](=[N:14]/[OH:15])/[NH2:13])=[N:9][C:8]([C@@H:16]([NH:18][C:19]1[N:27]=[CH:26][N:25]=[C:24]3[C:20]=1[N:21]=[CH:22][N:23]3[CH2:28][C:29]1[CH:34]=[CH:33][C:32]([O:35][CH3:36])=[CH:31][CH:30]=1)[CH3:17])=[CH:7]2.[C:37](OC(=O)C)(=O)[CH3:38], predict the reaction product. The product is: [Cl:1][C:2]1[CH:3]=[CH:4][CH:5]=[C:6]2[C:11]=1[C:10]([C:12]1[N:13]=[C:37]([CH3:38])[O:15][N:14]=1)=[N:9][C:8]([C@@H:16]([NH:18][C:19]1[N:27]=[CH:26][N:25]=[C:24]3[C:20]=1[N:21]=[CH:22][N:23]3[CH2:28][C:29]1[CH:30]=[CH:31][C:32]([O:35][CH3:36])=[CH:33][CH:34]=1)[CH3:17])=[CH:7]2. (2) The product is: [CH3:1][O:2][C:3]1[CH:4]=[C:5]2[C:10](=[CH:11][C:12]=1[O:13][CH3:14])[C@@H:9]([CH2:15][C:16]1[C:25]3[C:20](=[CH:21][CH:22]=[CH:23][CH:24]=3)[CH:19]=[CH:18][CH:17]=1)[NH:8][CH2:7][CH2:6]2. Given the reactants [CH3:1][O:2][C:3]1[CH:4]=[C:5]2[C:10](=[CH:11][C:12]=1[O:13][CH3:14])[CH:9]([CH2:15][C:16]1[C:25]3[C:20](=[CH:21][CH:22]=[CH:23][CH:24]=3)[CH:19]=[CH:18][CH:17]=1)[NH:8][CH2:7][CH2:6]2.C(N[C@@H](C1C=CC=CC=1)C(O)=O)(=O)C.CC(C)=O, predict the reaction product. (3) Given the reactants [NH2:1][C:2]1[N:3]=[C:4]([Cl:29])[C:5]2=[C:6]([N:8]([CH2:21][C:22]3[S:23][C:24]([CH3:28])=[C:25]([CH3:27])[N:26]=3)[C:9](=[O:20])/[C:10]/2=[CH:11]\[C:12]2[NH:16][CH:15]=[C:14]([C:17]([OH:19])=O)[CH:13]=2)[N:7]=1.F[P-](F)(F)(F)(F)F.N1(O[P+](N(C)C)(N(C)C)N(C)C)C2C=CC=CC=2N=N1.CCN(C(C)C)C(C)C.[CH2:66]([N:68]([CH2:72][CH3:73])[CH2:69][CH2:70][NH2:71])[CH3:67], predict the reaction product. The product is: [NH2:1][C:2]1[N:3]=[C:4]([Cl:29])[C:5]2=[C:6]([N:8]([CH2:21][C:22]3[S:23][C:24]([CH3:28])=[C:25]([CH3:27])[N:26]=3)[C:9](=[O:20])/[C:10]/2=[CH:11]\[C:12]2[NH:16][CH:15]=[C:14]([C:17]([NH:71][CH2:70][CH2:69][N:68]([CH2:72][CH3:73])[CH2:66][CH3:67])=[O:19])[CH:13]=2)[N:7]=1. (4) Given the reactants [CH3:1][N:2]1[CH2:6][C@@H:5]([C:7]2[CH:12]=[CH:11][CH:10]=[CH:9][C:8]=2[CH3:13])[C@H:4]([N+:14]([O-])=O)[C@@H:3]1[CH3:17].C(O)(=O)C, predict the reaction product. The product is: [CH3:1][N:2]1[CH2:6][C@@H:5]([C:7]2[CH:12]=[CH:11][CH:10]=[CH:9][C:8]=2[CH3:13])[C@H:4]([NH2:14])[C@@H:3]1[CH3:17]. (5) Given the reactants [NH2:1][C@H:2]([C:5]([NH:7][CH2:8][C:9]([OH:11])=[O:10])=[O:6])[CH2:3][SH:4].SCCN[CH2:16][C:17](O)=O.Cl.N[C@H:22](C(O)=O)CS.Cl.S1C=CC=CC1.S(S([O-])=O)([O-])(=O)=O.[Na+].[Na+].N[C@H](C(O)=O)CCCNC(=N)N.NCC(O)=O.C[N+](CC([O-])=O)(C)C.[Cl-].[NH4+].C(S)C(O)C(O)CS, predict the reaction product. The product is: [NH2:1][C@H:2]([C:5]([NH:7][C@H:8]([C:9]([OH:11])=[O:10])[CH:16]([CH3:17])[CH3:22])=[O:6])[CH2:3][SH:4]. (6) Given the reactants [OH:1][CH:2]1[C:10]2[C:9]([O:11][CH:12]([CH3:15])[CH2:13][CH3:14])=[C:8]3[CH:16]=[CH:17][CH:18]=[CH:19][C:7]3=[C:6]([O:20][CH3:21])[C:5]=2[C:4](=O)[N:3]1[C:23]1[CH:28]=[CH:27][C:26]([CH2:29][C:30]([O:32][CH2:33][CH3:34])=[O:31])=[CH:25][CH:24]=1.OC1C2C(OC)=C3C=CC=CC3=C(OC(C)CC)C=2C(=O)N1C1C=CC(CC(OCC)=O)=CC=1.C([SiH](CC)CC)C, predict the reaction product. The product is: [CH3:21][O:20][C:6]1[C:5]2[CH2:4][N:3]([C:23]3[CH:28]=[CH:27][C:26]([CH2:29][C:30]([O:32][CH2:33][CH3:34])=[O:31])=[CH:25][CH:24]=3)[C:2](=[O:1])[C:10]=2[C:9]([O:11][CH:12]([CH3:15])[CH2:13][CH3:14])=[C:8]2[CH:16]=[CH:17][CH:18]=[CH:19][C:7]=12.